Dataset: Peptide-MHC class I binding affinity with 185,985 pairs from IEDB/IMGT. Task: Regression. Given a peptide amino acid sequence and an MHC pseudo amino acid sequence, predict their binding affinity value. This is MHC class I binding data. (1) The binding affinity (normalized) is 0. The peptide sequence is KPYKEVTEDLL. The MHC is Mamu-B08 with pseudo-sequence Mamu-B08. (2) The peptide sequence is QMLSVVGFL. The MHC is HLA-A02:03 with pseudo-sequence HLA-A02:03. The binding affinity (normalized) is 0.782. (3) The MHC is HLA-A68:01 with pseudo-sequence HLA-A68:01. The peptide sequence is AAIDRQVSVK. The binding affinity (normalized) is 0.395. (4) The peptide sequence is FLATAGSAM. The MHC is HLA-A02:01 with pseudo-sequence HLA-A02:01. The binding affinity (normalized) is 0.530. (5) The peptide sequence is LMQCWQLLA. The MHC is HLA-B18:01 with pseudo-sequence HLA-B18:01. The binding affinity (normalized) is 0.0847. (6) The peptide sequence is LQKVPHTRY. The MHC is HLA-B40:01 with pseudo-sequence HLA-B40:01. The binding affinity (normalized) is 0.0847.